From a dataset of Full USPTO retrosynthesis dataset with 1.9M reactions from patents (1976-2016). Predict the reactants needed to synthesize the given product. The reactants are: [CH3:1][O:2][C:3]1[CH:4]=[C:5]([NH:13][C:14]2[CH:19]=[N:18][CH:17]=[C:16](Cl)[N:15]=2)[CH:6]=[C:7]([O:11][CH3:12])[C:8]=1[O:9][CH3:10].[CH:21]1[C:30]2[C:25](=[CH:26][CH:27]=[CH:28][CH:29]=2)[CH:24]=[CH:23][C:22]=1[OH:31]. Given the product [CH3:1][O:2][C:3]1[CH:4]=[C:5]([NH:13][C:14]2[CH:19]=[N:18][CH:17]=[C:16]([O:31][C:22]3[CH:23]=[CH:24][C:25]4[C:30](=[CH:29][CH:28]=[CH:27][CH:26]=4)[CH:21]=3)[N:15]=2)[CH:6]=[C:7]([O:11][CH3:12])[C:8]=1[O:9][CH3:10], predict the reactants needed to synthesize it.